From a dataset of Reaction yield outcomes from USPTO patents with 853,638 reactions. Predict the reaction yield, written as a fraction of the theoretical maximum amount of product (1.0 means a 100% yield; for example, 0.34 means a 34% yield). (1) The reactants are [Cl:1][C:2]1[CH:7]=[CH:6][C:5]([C@H:8]2[CH2:13][C@@H:12]([C:14]3[O:18][NH:17][C:16](=[O:19])[CH:15]=3)[CH2:11][CH2:10][N:9]2C(OC)=O)=[CH:4][C:3]=1[F:24].Br. No catalyst specified. The product is [Cl:1][C:2]1[CH:7]=[CH:6][C:5]([C@H:8]2[CH2:13][C@@H:12]([C:14]3[O:18][NH:17][C:16](=[O:19])[CH:15]=3)[CH2:11][CH2:10][NH:9]2)=[CH:4][C:3]=1[F:24]. The yield is 0.710. (2) The reactants are [CH3:1][O:2][C:3]1[CH:8]=[CH:7][C:6]([OH:9])=[CH:5][CH:4]=1.C(=O)([O-])[O-].[K+].[K+].C(#N)C.[CH2:19]([CH:21]([CH2:24][CH2:25][CH2:26][CH3:27])[CH2:22]Br)[CH3:20]. The catalyst is O. The product is [CH3:1][O:2][C:3]1[CH:8]=[CH:7][C:6]([O:9][CH2:22][CH:21]([CH2:19][CH3:20])[CH2:24][CH2:25][CH2:26][CH3:27])=[CH:5][CH:4]=1. The yield is 0.800. (3) The reactants are [Cl:1][C:2]1[C:7]2[C:8](=[O:24])[N:9]([CH2:13][C:14]3[CH:19]=[CH:18][C:17]([O:20][CH3:21])=[CH:16][C:15]=3[O:22][CH3:23])[C:10]([CH3:12])([CH3:11])[C:6]=2[C:5]([F:25])=[C:4](Cl)[N:3]=1.[NH2:27][C@@H:28]1[CH2:33][CH2:32][CH2:31][CH2:30][C@@H:29]1[NH:34][C:35](=[O:41])[O:36][C:37]([CH3:40])([CH3:39])[CH3:38].C(N(C(C)C)C(C)C)C. The catalyst is C(#N)C. The product is [Cl:1][C:2]1[C:7]2[C:8](=[O:24])[N:9]([CH2:13][C:14]3[CH:19]=[CH:18][C:17]([O:20][CH3:21])=[CH:16][C:15]=3[O:22][CH3:23])[C:10]([CH3:12])([CH3:11])[C:6]=2[C:5]([F:25])=[C:4]([NH:27][C@@H:28]2[CH2:33][CH2:32][CH2:31][CH2:30][C@@H:29]2[NH:34][C:35](=[O:41])[O:36][C:37]([CH3:39])([CH3:38])[CH3:40])[N:3]=1. The yield is 0.550. (4) The reactants are [F:1][C:2]1[CH:7]=[C:6]([N+:8]([O-])=O)[CH:5]=[CH:4][C:3]=1[N:11]1[CH2:15][CH2:14][CH:13]([N:16]([CH3:18])[CH3:17])[CH2:12]1.[H][H]. The catalyst is C(O)C.[Pd]. The product is [NH2:8][C:6]1[CH:5]=[CH:4][C:3]([N:11]2[CH2:15][CH2:14][CH:13]([N:16]([CH3:17])[CH3:18])[CH2:12]2)=[C:2]([F:1])[CH:7]=1. The yield is 0.285. (5) The reactants are [Cl:1][C:2]1[CH:25]=[C:24]([Cl:26])[CH:23]=[CH:22][C:3]=1[NH:4][C:5]1[C:14]2[C:9](=[CH:10][C:11]3[CH:18]=[CH:17][C:16]([OH:19])=[CH:15][C:12]=3[CH:13]=2)[N:8]=[CH:7][C:6]=1[C:20]#[N:21].C1(P(C2C=CC=CC=2)C2C=CC=CC=2)C=CC=CC=1.[CH3:46][N:47]([CH3:51])[CH2:48][CH2:49]O.N(C(OCC)=O)=NC(OCC)=O. The catalyst is C(Cl)Cl. The product is [Cl:1][C:2]1[CH:25]=[C:24]([Cl:26])[CH:23]=[CH:22][C:3]=1[NH:4][C:5]1[C:14]2[C:9](=[CH:10][C:11]3[CH:18]=[CH:17][C:16]([O:19][CH2:49][CH2:48][N:47]([CH3:51])[CH3:46])=[CH:15][C:12]=3[CH:13]=2)[N:8]=[CH:7][C:6]=1[C:20]#[N:21]. The yield is 0.205. (6) The reactants are Br[C:2]1[C:10]2[CH2:9][CH2:8][N:7]([C:11]3[CH:16]=[CH:15][C:14]([N:17]4[CH2:22][CH2:21][CH2:20][CH2:19][C:18]4=[O:23])=[CH:13][CH:12]=3)[C:6](=[O:24])[C:5]=2[N:4]([C:25]2[CH:30]=[CH:29][C:28]([O:31][CH3:32])=[CH:27][CH:26]=2)[N:3]=1.CNC.CC(C)([O-])C.[Na+].C1(P(C2CCCCC2)C2C=CC=CC=2C2C=CC=CC=2N(C)C)CCCCC1. The catalyst is C1(C)C=CC=CC=1.O1CCOCC1. The product is [CH3:32][O:31][C:28]1[CH:27]=[CH:26][C:25]([N:4]2[C:5]3[C:6](=[O:24])[N:7]([C:11]4[CH:16]=[CH:15][C:14]([N:17]5[CH2:22][CH2:21][CH2:20][CH2:19][C:18]5=[O:23])=[CH:13][CH:12]=4)[CH2:8][CH2:9][C:10]=3[CH:2]=[N:3]2)=[CH:30][CH:29]=1. The yield is 0.180. (7) The reactants are C[Al](C)C.[C:5]1([NH2:11])[CH:10]=[CH:9][CH:8]=[CH:7][CH:6]=1.C([O:14][C:15]([C:17]1[N:21]2[N:22]=[C:23]([Cl:26])[CH:24]=[CH:25][C:20]2=[N:19][C:18]=1[CH3:27])=O)C.Cl. The catalyst is ClCCl. The product is [C:5]1([NH:11][C:15]([C:17]2[N:21]3[N:22]=[C:23]([Cl:26])[CH:24]=[CH:25][C:20]3=[N:19][C:18]=2[CH3:27])=[O:14])[CH:10]=[CH:9][CH:8]=[CH:7][CH:6]=1. The yield is 0.730.